Dataset: Full USPTO retrosynthesis dataset with 1.9M reactions from patents (1976-2016). Task: Predict the reactants needed to synthesize the given product. (1) Given the product [F:22][C:18]1[CH:17]=[C:16]([CH:21]=[CH:20][CH:19]=1)[CH2:15][O:14][C:11]1[CH:10]=[CH:9][C:8]([N:6]2[C:5](=[O:23])[CH2:4][CH:3]([NH:2][C:38]([NH2:37])=[O:39])[CH2:7]2)=[CH:13][CH:12]=1, predict the reactants needed to synthesize it. The reactants are: Cl.[NH2:2][CH:3]1[CH2:7][N:6]([C:8]2[CH:13]=[CH:12][C:11]([O:14][CH2:15][C:16]3[CH:21]=[CH:20][CH:19]=[C:18]([F:22])[CH:17]=3)=[CH:10][CH:9]=2)[C:5](=[O:23])[CH2:4]1.C(N(C(C)C)C(C)C)C.C[Si]([N:37]=[C:38]=[O:39])(C)C. (2) Given the product [CH2:1]([C:5]1[O:6][C:7]([CH2:15][CH2:16][OH:17])=[CH:8][CH:9]=1)[CH2:2][CH2:3][CH3:4], predict the reactants needed to synthesize it. The reactants are: [CH2:1]([C:5]1[O:6][CH:7]=[CH:8][CH:9]=1)[CH2:2][CH2:3][CH3:4].[Li]CCCC.[CH2:15]1[O:17][CH2:16]1. (3) Given the product [NH:45]([C:49]1[N:50]([CH2:2][C:3]2[CH:8]=[CH:7][C:6]([CH2:9][N:10]3[CH2:23][CH2:22][CH2:21][N:20]([C:24]([O:26][C:27]([CH3:30])([CH3:29])[CH3:28])=[O:25])[CH2:19][CH2:18][N:17]([C:31]([O:33][C:34]([CH3:37])([CH3:36])[CH3:35])=[O:32])[CH2:16][CH2:15][CH2:14][N:13]([C:38]([O:40][C:41]([CH3:44])([CH3:43])[CH3:42])=[O:39])[CH2:12][CH2:11]3)=[CH:5][CH:4]=2)[C:51]2[CH:57]=[CH:56][CH:55]=[CH:54][C:52]=2[N:53]=1)[C:46]([NH2:48])=[NH:47], predict the reactants needed to synthesize it. The reactants are: Br[CH2:2][C:3]1[CH:8]=[CH:7][C:6]([CH2:9][N:10]2[CH2:23][CH2:22][CH2:21][N:20]([C:24]([O:26][C:27]([CH3:30])([CH3:29])[CH3:28])=[O:25])[CH2:19][CH2:18][N:17]([C:31]([O:33][C:34]([CH3:37])([CH3:36])[CH3:35])=[O:32])[CH2:16][CH2:15][CH2:14][N:13]([C:38]([O:40][C:41]([CH3:44])([CH3:43])[CH3:42])=[O:39])[CH2:12][CH2:11]2)=[CH:5][CH:4]=1.[NH:45]([C:49]1[NH:50][C:51]2[CH:57]=[CH:56][CH:55]=[CH:54][C:52]=2[N:53]=1)[C:46]([NH2:48])=[NH:47]. (4) Given the product [NH:6]1[CH:7]=[C:8]([C:10]2[C:11]([C:19]3[CH:20]=[CH:21][CH:22]=[CH:23][CH:24]=3)=[N:12][O:13][C:14]=2[C:15]([F:18])([F:16])[F:17])[N:9]=[CH:5]1, predict the reactants needed to synthesize it. The reactants are: COC([C:5]1[NH:6][CH:7]=[C:8]([C:10]2[C:11]([C:19]3[CH:24]=[CH:23][CH:22]=[CH:21][CH:20]=3)=[N:12][O:13][C:14]=2[C:15]([F:18])([F:17])[F:16])[N:9]=1)=O.O.[OH-].[Li+]. (5) Given the product [C:38]([N:23]1[CH2:24][CH2:25][CH:20]([C:19]2[N:15]([C:12]3[CH:13]=[CH:14][C:9]([O:2][C:3]4[CH:8]=[CH:7][CH:6]=[CH:5][CH:4]=4)=[CH:10][CH:11]=3)[N:16]=[C:17]([C:26]([NH2:28])=[O:27])[CH:18]=2)[CH2:21][CH2:22]1)(=[O:41])[CH:39]=[CH2:40], predict the reactants needed to synthesize it. The reactants are: Cl.[O:2]([C:9]1[CH:14]=[CH:13][C:12]([N:15]2[C:19]([CH:20]3[CH2:25][CH2:24][NH:23][CH2:22][CH2:21]3)=[CH:18][C:17]([C:26]([NH2:28])=[O:27])=[N:16]2)=[CH:11][CH:10]=1)[C:3]1[CH:8]=[CH:7][CH:6]=[CH:5][CH:4]=1.CCN(C(C)C)C(C)C.[C:38](Cl)(=[O:41])[CH:39]=[CH2:40]. (6) Given the product [CH:30]1([C:27]2[CH:28]=[CH:29][C:24]([CH2:23][O:22][C:18]3[CH:17]=[C:16]4[C:21](=[CH:20][CH:19]=3)[N:13]([C:11](=[O:12])[CH2:10][NH:9][CH2:8][CH2:7][C:6]([OH:44])=[O:5])[CH2:14][CH2:15]4)=[C:25]([F:36])[CH:26]=2)[CH2:31][CH2:32][CH2:33][CH2:34][CH2:35]1, predict the reactants needed to synthesize it. The reactants are: C([O:5][C:6](=[O:44])[CH2:7][CH2:8][N:9](C(OC(C)(C)C)=O)[CH2:10][C:11]([N:13]1[C:21]2[C:16](=[CH:17][C:18]([O:22][CH2:23][C:24]3[CH:29]=[CH:28][C:27]([CH:30]4[CH2:35][CH2:34][CH2:33][CH2:32][CH2:31]4)=[CH:26][C:25]=3[F:36])=[CH:19][CH:20]=2)[CH2:15][CH2:14]1)=[O:12])(C)(C)C. (7) Given the product [O:1]1[C:5]2[CH:6]=[CH:7][C:8]([C:10]3[S:11][CH:12]=[C:13]([C:15]([NH:18][C:19]4[CH:24]=[CH:23][CH:22]=[CH:21][N:20]=4)=[O:17])[N:14]=3)=[CH:9][C:4]=2[CH2:3][CH2:2]1, predict the reactants needed to synthesize it. The reactants are: [O:1]1[C:5]2[CH:6]=[CH:7][C:8]([C:10]3[S:11][CH:12]=[C:13]([C:15]([OH:17])=O)[N:14]=3)=[CH:9][C:4]=2[CH2:3][CH2:2]1.[NH2:18][C:19]1[CH:24]=[CH:23][CH:22]=[CH:21][N:20]=1.F[P-](F)(F)(F)(F)F.N1(OC(N(C)C)=[N+](C)C)C2C=CC=CC=2N=N1.C(N(CC)C(C)C)(C)C.